From a dataset of Forward reaction prediction with 1.9M reactions from USPTO patents (1976-2016). Predict the product of the given reaction. (1) The product is: [N:36]1[CH:35]=[CH:34][N:31]2[CH:32]=[CH:33][C:28]([CH2:27][NH:26][C:24](=[O:25])[C:23]3[CH:37]=[CH:38][C:20]([C:46]4[CH2:45][CH2:43][N:44]([C:9]5[CH:8]=[CH:7][N:6]=[CH:1][N:5]=5)[CH2:41][CH:40]=4)=[CH:21][CH:22]=3)=[CH:29][C:30]=12. Given the reactants [CH2:1]([N:5]1[CH:9]=[C:8](B2OC(C)(C)C(C)(C)O2)[CH:7]=[N:6]1)C(C)C.Br[C:20]1[CH:38]=[CH:37][C:23]([C:24]([NH:26][CH2:27][C:28]2[CH:33]=[CH:32][N:31]3[CH:34]=[CH:35][N:36]=[C:30]3[CH:29]=2)=[O:25])=[CH:22][CH:21]=1.Br[C:40]1[CH:46]=[CH:45][C:43]([NH2:44])=C[CH:41]=1, predict the reaction product. (2) Given the reactants ClC1C=[CH:6][CH:5]=[C:4]([C:8]([O:10]O)=O)C=1.[CH3:12][O:13][CH2:14][O:15]CCC=C, predict the reaction product. The product is: [CH3:12][O:13][CH2:14][O:15][CH2:6][CH2:5][CH:4]1[CH2:8][O:10]1. (3) Given the reactants [Br:1][CH2:2][C:3]1[CH:8]=[C:7]([CH3:9])[CH:6]=[C:5]([CH2:10]Br)[CH:4]=1.ClCC1C(C)=C(CCl)C(C)=CC=1C.[NH2:25][C:26]([NH2:28])=[S:27], predict the reaction product. The product is: [BrH:1].[BrH:1].[CH3:9][C:7]1[CH:6]=[C:5]([CH2:10][NH:28][C:26]([SH:27])=[NH:25])[CH:4]=[C:3]([CH2:2][NH:25][C:26]([SH:27])=[NH:28])[CH:8]=1. (4) Given the reactants Cl.Cl.Cl.F[C:5]1[CH:10]=[C:9]([CH2:11][N:12]2[CH2:17][CH2:16][N:15]([CH3:18])[CH2:14][CH2:13]2)[CH:8]=[C:7]([F:19])[C:6]=1[N:20]1[CH2:25][CH2:24][NH:23][CH2:22][CH2:21]1.[CH:26]1C=C(/C=C/C(/C=C/C2OC=CC=2)=O)OC=1.Cl[C:43]1[NH:44][C:45](=[O:53])[C:46]2[CH:51]=[N:50][N:49]([CH3:52])[C:47]=2[N:48]=1.O, predict the reaction product. The product is: [F:19][C:7]1[CH:8]=[C:9]([CH2:11][N:12]2[CH2:17][CH2:16][N:15]([CH3:18])[CH2:14][CH2:13]2)[CH:10]=[C:5]([CH3:26])[C:6]=1[N:20]1[CH2:25][CH2:24][N:23]([C:43]2[NH:44][C:45](=[O:53])[C:46]3[CH:51]=[N:50][N:49]([CH3:52])[C:47]=3[N:48]=2)[CH2:22][CH2:21]1.